This data is from Full USPTO retrosynthesis dataset with 1.9M reactions from patents (1976-2016). The task is: Predict the reactants needed to synthesize the given product. (1) The reactants are: [Cl:1][C:2]1[CH:7]=[CH:6][CH:5]=[C:4]([Cl:8])[C:3]=1[CH:9]1[CH2:14][CH2:13][NH:12][CH2:11][CH2:10]1.[CH2:15]=O.[CH2:17]([O:19][C:20]([C:22]1[NH:23][C:24]2[C:29]([CH:30]=1)=[CH:28][CH:27]=[CH:26][CH:25]=2)=[O:21])[CH3:18]. Given the product [NH4+:12].[OH-:19].[CH2:17]([O:19][C:20]([C:22]1[NH:23][C:24]2[C:29]([C:30]=1[CH2:15][N:12]1[CH2:11][CH2:10][CH:9]([C:3]3[C:2]([Cl:1])=[CH:7][CH:6]=[CH:5][C:4]=3[Cl:8])[CH2:14][CH2:13]1)=[CH:28][CH:27]=[CH:26][CH:25]=2)=[O:21])[CH3:18], predict the reactants needed to synthesize it. (2) Given the product [N:11]1[N:12]2[CH2:17][CH2:16][CH2:15][CH2:14][C:13]2=[CH:18][C:10]=1[CH2:8][OH:7], predict the reactants needed to synthesize it. The reactants are: CO.[Li+].[BH4-].C([O:7][C:8]([C:10]1[CH:18]=[C:13]2[CH2:14][CH2:15][CH2:16][CH2:17][N:12]2[N:11]=1)=O)C. (3) Given the product [F:1][C:2]([F:8])([F:7])[CH2:3][CH2:4][CH2:5][O:6][C:18]1[CH:27]=[CH:26][C:21]([C:22]([OH:24])=[O:23])=[CH:20][CH:19]=1, predict the reactants needed to synthesize it. The reactants are: [F:1][C:2]([F:8])([F:7])[CH2:3][CH2:4][CH2:5][OH:6].C(N(CC)CC)C.[Cl-].O[C:18]1[CH:27]=[CH:26][C:21]([C:22]([O:24]C)=[O:23])=[CH:20][CH:19]=1.C(=O)([O-])[O-].[K+].[K+].[OH-].[Na+].Cl.